Predict which catalyst facilitates the given reaction. From a dataset of Catalyst prediction with 721,799 reactions and 888 catalyst types from USPTO. (1) Reactant: [OH:1][C:2]1[CH:3]=[C:4]([CH:7]=[CH:8][CH:9]=1)[CH:5]=[O:6].Cl[C:11]1[N:16]=[CH:15][CH:14]=[CH:13][N:12]=1.C([O-])([O-])=O.[K+].[K+].O. Product: [N:12]1[CH:13]=[CH:14][CH:15]=[N:16][C:11]=1[O:1][C:2]1[CH:3]=[C:4]([CH:7]=[CH:8][CH:9]=1)[CH:5]=[O:6]. The catalyst class is: 16. (2) Reactant: [OH:1][C@H:2]1[CH2:7][CH2:6][C@H:5]([NH:8][C:9]2[N:18]=[CH:17][C:16]3[C:11](=[C:12]([C:19]4[CH:24]=[CH:23][C:22]([OH:25])=[CH:21][CH:20]=4)[CH:13]=[CH:14][CH:15]=3)[N:10]=2)[CH2:4][CH2:3]1.C([O-])([O-])=O.[Cs+].[Cs+].Cl[CH2:33][CH2:34][N:35]([CH3:43])[C:36](=[O:42])[O:37][C:38]([CH3:41])([CH3:40])[CH3:39]. Product: [C:38]([O:37][C:36](=[O:42])[N:35]([CH2:34][CH2:33][O:25][C:22]1[CH:21]=[CH:20][C:19]([C:12]2[CH:13]=[CH:14][CH:15]=[C:16]3[C:11]=2[N:10]=[C:9]([NH:8][C@H:5]2[CH2:4][CH2:3][C@H:2]([OH:1])[CH2:7][CH2:6]2)[N:18]=[CH:17]3)=[CH:24][CH:23]=1)[CH3:43])([CH3:41])([CH3:40])[CH3:39]. The catalyst class is: 3.